The task is: Predict the reactants needed to synthesize the given product.. This data is from Full USPTO retrosynthesis dataset with 1.9M reactions from patents (1976-2016). Given the product [C:1]1([C:7]2[N:11]=[C:10]([N:12]3[CH2:17][CH2:16][N:15]([C:34]([NH:33][C:29]4[CH:30]=[CH:31][CH:32]=[C:27]([C:26]([F:25])([F:36])[F:37])[CH:28]=4)=[O:35])[CH2:14][CH2:13]3)[S:9][N:8]=2)[CH:2]=[CH:3][CH:4]=[CH:5][CH:6]=1, predict the reactants needed to synthesize it. The reactants are: [C:1]1([C:7]2[N:11]=[C:10]([N:12]3[CH2:17][CH2:16][NH:15][CH2:14][CH2:13]3)[S:9][N:8]=2)[CH:6]=[CH:5][CH:4]=[CH:3][CH:2]=1.C(N(CC)CC)C.[F:25][C:26]([F:37])([F:36])[C:27]1[CH:28]=[C:29]([N:33]=[C:34]=[O:35])[CH:30]=[CH:31][CH:32]=1.